From a dataset of Reaction yield outcomes from USPTO patents with 853,638 reactions. Predict the reaction yield, written as a fraction of the theoretical maximum amount of product (1.0 means a 100% yield; for example, 0.34 means a 34% yield). (1) The yield is 0.140. The product is [F:1][C:2]1[CH:11]=[C:10]2[C:5]([C:6](=[O:17])[C:7]([C:12]([OH:14])=[O:13])=[CH:8][NH:9]2)=[CH:4][C:3]=1[O:18][CH3:19]. The reactants are [F:1][C:2]1[CH:11]=[C:10]2[C:5]([C:6](=[O:17])[C:7]([C:12]([O:14]CC)=[O:13])=[CH:8][NH:9]2)=[CH:4][C:3]=1[O:18][CH3:19].[OH-].[Na+].Cl. No catalyst specified. (2) The yield is 0.960. The product is [Br:1][C:2]1[CH:9]=[CH:8][C:5]([CH:6]=[N:12][OH:13])=[CH:4][C:3]=1[CH3:10]. The catalyst is C(O)C. The reactants are [Br:1][C:2]1[CH:9]=[CH:8][C:5]([CH:6]=O)=[CH:4][C:3]=1[CH3:10].Cl.[NH2:12][OH:13].CCN(CC)CC.